This data is from Forward reaction prediction with 1.9M reactions from USPTO patents (1976-2016). The task is: Predict the product of the given reaction. (1) Given the reactants [Cl:1][C:2]1[C:3]2[CH:11]=[CH:10][N:9]([C:12]3[CH:17]=[CH:16][C:15]([CH3:18])=[CH:14][C:13]=3[CH3:19])[C:4]=2[C:5](=[O:8])[NH:6][N:7]=1.CI.[C:22](=O)([O-])[O-].[K+].[K+].CN(C=O)C, predict the reaction product. The product is: [Cl:1][C:2]1[C:3]2[CH:11]=[CH:10][N:9]([C:12]3[CH:17]=[CH:16][C:15]([CH3:18])=[CH:14][C:13]=3[CH3:19])[C:4]=2[C:5](=[O:8])[N:6]([CH3:22])[N:7]=1. (2) Given the reactants [OH:1][C:2]1[CH:9]=[CH:8][C:5]([C:6]#[N:7])=[CH:4][CH:3]=1.O[CH:11]1[CH2:16][CH2:15][N:14]([C:17]([O:19][C:20]([CH3:23])([CH3:22])[CH3:21])=[O:18])[CH2:13][CH2:12]1.C1(P(C2C=CC=CC=2)C2C=CC=CC=2)C=CC=CC=1.N(C(OCC)=O)=NC(OCC)=O, predict the reaction product. The product is: [C:6]([C:5]1[CH:8]=[CH:9][C:2]([O:1][CH:11]2[CH2:16][CH2:15][N:14]([C:17]([O:19][C:20]([CH3:23])([CH3:22])[CH3:21])=[O:18])[CH2:13][CH2:12]2)=[CH:3][CH:4]=1)#[N:7]. (3) Given the reactants [F:1][C:2]1[CH:3]=[C:4]([CH:13]([NH:17][C:18]([N:20]2[CH2:25][C:24](=[O:26])[NH:23][C:22]3[CH:27]=[CH:28][CH:29]=[N:30][C:21]2=3)=[O:19])[CH2:14][O:15][CH3:16])[CH:5]=[CH:6][C:7]=1[O:8][C:9]([F:12])([F:11])[F:10].C(=O)=O.CO, predict the reaction product. The product is: [F:1][C:2]1[CH:3]=[C:4]([C@H:13]([NH:17][C:18]([N:20]2[CH2:25][C:24](=[O:26])[NH:23][C:22]3[CH:27]=[CH:28][CH:29]=[N:30][C:21]2=3)=[O:19])[CH2:14][O:15][CH3:16])[CH:5]=[CH:6][C:7]=1[O:8][C:9]([F:11])([F:12])[F:10].